Predict the reaction yield, written as a fraction of the theoretical maximum amount of product (1.0 means a 100% yield; for example, 0.34 means a 34% yield). From a dataset of Reaction yield outcomes from USPTO patents with 853,638 reactions. (1) The reactants are [CH2:1]([C:5]1[C:9](/[CH:10]=[CH:11]/[C:12]2[S:13][C:14]([C:18]([OH:20])=O)=[C:15]([CH3:17])[N:16]=2)=[C:8]([CH3:21])[O:7][N:6]=1)[CH2:2][CH2:3][CH3:4].[NH2:22][C@@H:23]([CH2:26][CH3:27])[CH2:24][OH:25]. No catalyst specified. The product is [OH:25][CH2:24][C@@H:23]([NH:22][C:18]([C:14]1[S:13][C:12](/[CH:11]=[CH:10]/[C:9]2[C:5]([CH2:1][CH2:2][CH2:3][CH3:4])=[N:6][O:7][C:8]=2[CH3:21])=[N:16][C:15]=1[CH3:17])=[O:20])[CH2:26][CH3:27]. The yield is 0.790. (2) The reactants are [C:1]([OH:9])(=[O:8])[C:2]1[CH:7]=[CH:6][CH:5]=[CH:4][CH:3]=1.[CH2:10](O)[CH2:11][CH2:12][CH2:13][CH2:14][OH:15].C1(C)C=CC(S(O)(=O)=O)=CC=1. The catalyst is O. The product is [C:1]([O:9][CH2:10][CH2:11][CH2:12][CH2:13][CH2:14][OH:15])(=[O:8])[C:2]1[CH:7]=[CH:6][CH:5]=[CH:4][CH:3]=1. The yield is 0.670.